Dataset: Forward reaction prediction with 1.9M reactions from USPTO patents (1976-2016). Task: Predict the product of the given reaction. Given the reactants C(Cl)(=O)C(Cl)=O.[Cl:7][C:8]1[C:9]([Cl:17])=[N:10][CH:11]=[C:12]([CH:16]=1)[C:13]([OH:15])=O.Cl.O1CCOCC1.[NH:25]1[CH2:29][CH2:28][CH2:27][CH2:26]1.C(N(CC)CC)C, predict the reaction product. The product is: [Cl:17][C:9]1[C:8]([Cl:7])=[CH:16][C:12]([C:13]([N:25]2[CH2:29][CH2:28][CH2:27][CH2:26]2)=[O:15])=[CH:11][N:10]=1.